Dataset: Reaction yield outcomes from USPTO patents with 853,638 reactions. Task: Predict the reaction yield, written as a fraction of the theoretical maximum amount of product (1.0 means a 100% yield; for example, 0.34 means a 34% yield). (1) The reactants are [NH:1]1[CH2:6][CH2:5][CH2:4][CH2:3][CH:2]1[CH:7](O)[CH3:8].[Br-].[K+].Cl.Cl[O-].[Na+].Cl([O-])=[O:17].[Na+].[OH2:20]. The catalyst is CC1(C)N([O])C(C)(C)CCC1.C(OCC)(=O)C. The product is [NH:1]1[CH2:6][CH2:5][CH2:4][CH2:3][CH:2]1[CH2:7][C:8]([OH:17])=[O:20]. The yield is 0.780. (2) The yield is 0.329. The product is [N+:11]([C:8]1[CH:7]=[C:4]([CH:3]=[C:2]([O:1][CH2:14][CH2:28][CH3:29])[C:9]=1[O:10][CH2:21][CH2:22][CH3:23])[CH:5]=[O:6])([O-:13])=[O:12]. The reactants are [OH:1][C:2]1[CH:3]=[C:4]([CH:7]=[C:8]([N+:11]([O-:13])=[O:12])[C:9]=1[OH:10])[CH:5]=[O:6].[C:14]([O-])([O-])=O.[K+].[K+].Br[CH2:21][CH2:22][CH3:23].C(O[CH2:28][CH3:29])(=O)C. The catalyst is CN(C=O)C.